Regression. Given a peptide amino acid sequence and an MHC pseudo amino acid sequence, predict their binding affinity value. This is MHC class II binding data. From a dataset of Peptide-MHC class II binding affinity with 134,281 pairs from IEDB. (1) The peptide sequence is EEKYFAATQFEPLAA. The MHC is HLA-DPA10201-DPB10501 with pseudo-sequence HLA-DPA10201-DPB10501. The binding affinity (normalized) is 0.655. (2) The peptide sequence is QQLIFCMDVVLQQHNIAHGR. The MHC is DRB4_0101 with pseudo-sequence DRB4_0103. The binding affinity (normalized) is 0.661. (3) The peptide sequence is DKFTVFEAAFNDAIK. The MHC is HLA-DPA10103-DPB10301 with pseudo-sequence HLA-DPA10103-DPB10301. The binding affinity (normalized) is 0.202. (4) The peptide sequence is GLVGAVGGTATAGAF. The MHC is DRB1_1101 with pseudo-sequence DRB1_1101. The binding affinity (normalized) is 0. (5) The peptide sequence is EKKYFCATQFEPLAA. The MHC is DRB1_0701 with pseudo-sequence DRB1_0701. The binding affinity (normalized) is 0.624. (6) The peptide sequence is GELQIKDKIDAAFKI. The MHC is DRB3_0101 with pseudo-sequence DRB3_0101. The binding affinity (normalized) is 0.605. (7) The MHC is HLA-DPA10201-DPB11401 with pseudo-sequence HLA-DPA10201-DPB11401. The peptide sequence is GPATPAAPAAGYTPA. The binding affinity (normalized) is 0.